From a dataset of Reaction yield outcomes from USPTO patents with 853,638 reactions. Predict the reaction yield, written as a fraction of the theoretical maximum amount of product (1.0 means a 100% yield; for example, 0.34 means a 34% yield). The reactants are [N:1]1[CH:6]=[CH:5][CH:4]=[CH:3][C:2]=1[N:7]1[CH2:12][CH2:11][NH:10][CH2:9][CH2:8]1.Cl[CH2:14][C:15]1[NH:16][C:17]2[CH:23]=[CH:22][CH:21]=[CH:20][C:18]=2[N:19]=1.C(N(CC)CC)C. The catalyst is CN(C=O)C. The product is [N:1]1[CH:6]=[CH:5][CH:4]=[CH:3][C:2]=1[N:7]1[CH2:8][CH2:9][N:10]([CH2:14][C:15]2[NH:19][C:18]3[CH:20]=[CH:21][CH:22]=[CH:23][C:17]=3[N:16]=2)[CH2:11][CH2:12]1. The yield is 0.720.